This data is from Forward reaction prediction with 1.9M reactions from USPTO patents (1976-2016). The task is: Predict the product of the given reaction. (1) The product is: [F:10][C:3]1[CH:4]=[C:5]([O:8][CH3:9])[CH:6]=[CH:7][C:2]=1[CH:18]=[O:19]. Given the reactants Br[C:2]1[CH:7]=[CH:6][C:5]([O:8][CH3:9])=[CH:4][C:3]=1[F:10].C([Li])CCC.CN(C)[CH:18]=[O:19].[Cl-].[NH4+], predict the reaction product. (2) The product is: [C:4]([C:3]1[C:2]([N:1]=[CH:19][N:20]([CH3:22])[CH3:21])=[C:9]([N+:10]([O-:12])=[O:11])[C:8]([CH3:13])=[C:7]([N+:14]([O-:16])=[O:15])[CH:6]=1)#[N:5]. Given the reactants [NH2:1][C:2]1[C:9]([N+:10]([O-:12])=[O:11])=[C:8]([CH3:13])[C:7]([N+:14]([O-:16])=[O:15])=[CH:6][C:3]=1[C:4]#[N:5].CO[CH:19](OC)[N:20]([CH3:22])[CH3:21], predict the reaction product. (3) Given the reactants Cl[C:2]1[N:7]=[C:6]([NH:8][C:9]2[CH:14]=[CH:13][CH:12]=[C:11]([OH:15])[CH:10]=2)[C:5]([F:16])=[CH:4][N:3]=1.[NH:17]1[CH:21]=[CH:20][C:19]([C:22]2[CH:23]=[C:24]([CH:26]=[CH:27][CH:28]=2)[NH2:25])=[N:18]1, predict the reaction product. The product is: [F:16][C:5]1[C:6]([NH:8][C:9]2[CH:14]=[CH:13][CH:12]=[C:11]([OH:15])[CH:10]=2)=[N:7][C:2]([NH:25][C:24]2[CH:26]=[CH:27][CH:28]=[C:22]([C:19]3[CH:20]=[CH:21][NH:17][N:18]=3)[CH:23]=2)=[N:3][CH:4]=1. (4) Given the reactants FC(F)(F)S(O[C:7]1[CH:16]=[C:15]([CH2:17][CH2:18][CH2:19][CH2:20][CH3:21])[CH:14]=[C:13]2[C:8]=1[C@@H:9]1[CH2:27][C:26]([CH3:28])=[CH:25][CH2:24][C@H:10]1[C:11]([CH3:23])([CH3:22])[O:12]2)(=O)=O.C(Cl)Cl.[CH3:34][C:35]1([CH3:42])[C:39]([CH3:41])([CH3:40])[O:38][BH:37][O:36]1.C(N(CC)CC)C, predict the reaction product. The product is: [CH3:34][C:35]1([CH3:42])[C:39]([CH3:41])([CH3:40])[O:38][B:37]([C:7]2[CH:16]=[C:15]([CH2:17][CH2:18][CH2:19][CH2:20][CH3:21])[CH:14]=[C:13]3[C:8]=2[C@@H:9]2[CH2:27][C:26]([CH3:28])=[CH:25][CH2:24][C@H:10]2[C:11]([CH3:22])([CH3:23])[O:12]3)[O:36]1. (5) Given the reactants [Cl:1][C:2]1[C:10](C(F)(F)F)=[CH:9][CH:8]=[CH:7][C:3]=1[C:4]([Cl:6])=[O:5].[Cl:15]C1C=C(Cl)C=CC=1C(O)=O.ClC1C(C(F)(F)F)=CC=CC=1C(O)=O, predict the reaction product. The product is: [Cl:1][C:2]1[CH:10]=[C:9]([Cl:15])[CH:8]=[CH:7][C:3]=1[C:4]([Cl:6])=[O:5]. (6) Given the reactants [CH3:1][N:2]([CH2:15][CH2:16][OH:17])[C:3]1[C:4]([O:9][C:10]2[CH:11]=[CH:12][S:13][CH:14]=2)=[N:5][CH:6]=[CH:7][CH:8]=1.F[C:19]1[CH:26]=[CH:25][C:22]([CH:23]=[O:24])=[CH:21][CH:20]=1, predict the reaction product. The product is: [CH3:1][N:2]([CH2:15][CH2:16][O:17][C:19]1[CH:26]=[CH:25][C:22]([CH:23]=[O:24])=[CH:21][CH:20]=1)[C:3]1[C:4]([O:9][C:10]2[CH:11]=[CH:12][S:13][CH:14]=2)=[N:5][CH:6]=[CH:7][CH:8]=1.